This data is from Peptide-MHC class I binding affinity with 185,985 pairs from IEDB/IMGT. The task is: Regression. Given a peptide amino acid sequence and an MHC pseudo amino acid sequence, predict their binding affinity value. This is MHC class I binding data. (1) The peptide sequence is TFMIITSTK. The MHC is H-2-Db with pseudo-sequence H-2-Db. The binding affinity (normalized) is 0. (2) The peptide sequence is NVKNLYEKVK. The MHC is HLA-A68:01 with pseudo-sequence HLA-A68:01. The binding affinity (normalized) is 0.256. (3) The peptide sequence is TPVIVVPVI. The MHC is Patr-B1301 with pseudo-sequence Patr-B1301. The binding affinity (normalized) is 0.486. (4) The peptide sequence is CHKGWGVSV. The MHC is HLA-B07:02 with pseudo-sequence HLA-B07:02. The binding affinity (normalized) is 0.0847. (5) The peptide sequence is QSDTVFDYY. The MHC is HLA-A24:02 with pseudo-sequence HLA-A24:02. The binding affinity (normalized) is 0.